Dataset: Forward reaction prediction with 1.9M reactions from USPTO patents (1976-2016). Task: Predict the product of the given reaction. (1) Given the reactants [BH4-].[Na+].[CH3:3][O:4][C:5]1[N:6]=[C:7]2[C:12](=[CH:13][CH:14]=1)[N:11]=[CH:10][CH:9]=[C:8]2[NH:15][C:16]([N:18]1[CH2:23][CH2:22][N:21]([CH2:24][C:25](=[O:37])[C:26]2[CH:27]=[CH:28][C:29]3[O:34][CH2:33][C:32](=[O:35])[NH:31][C:30]=3[CH:36]=2)[CH2:20][CH2:19]1)=[O:17], predict the reaction product. The product is: [CH3:3][O:4][C:5]1[N:6]=[C:7]2[C:12](=[CH:13][CH:14]=1)[N:11]=[CH:10][CH:9]=[C:8]2[NH:15][C:16]([N:18]1[CH2:19][CH2:20][N:21]([CH2:24][CH:25]([OH:37])[C:26]2[CH:27]=[CH:28][C:29]3[O:34][CH2:33][C:32](=[O:35])[NH:31][C:30]=3[CH:36]=2)[CH2:22][CH2:23]1)=[O:17]. (2) Given the reactants Cl[C:2]1[N:10]=[C:9]2[C:5]([N:6]=[C:7]([CH2:12][N:13]3[CH2:18][CH2:17][N:16]([S:19]([CH3:22])(=[O:21])=[O:20])[CH2:15][CH2:14]3)[N:8]2[CH3:11])=[C:4]([N:23]2[CH2:28][CH2:27][O:26][CH2:25][CH2:24]2)[N:3]=1.[C:29]([NH:32][C:33]1[CH:38]=[CH:37][C:36](B(O)O)=[CH:35][CH:34]=1)(=[O:31])[CH3:30], predict the reaction product. The product is: [CH3:11][N:8]1[C:7]([CH2:12][N:13]2[CH2:14][CH2:15][N:16]([S:19]([CH3:22])(=[O:21])=[O:20])[CH2:17][CH2:18]2)=[N:6][C:5]2[C:9]1=[N:10][C:2]([C:36]1[CH:37]=[CH:38][C:33]([NH:32][C:29](=[O:31])[CH3:30])=[CH:34][CH:35]=1)=[N:3][C:4]=2[N:23]1[CH2:24][CH2:25][O:26][CH2:27][CH2:28]1.